This data is from Full USPTO retrosynthesis dataset with 1.9M reactions from patents (1976-2016). The task is: Predict the reactants needed to synthesize the given product. (1) Given the product [F:1][C:2]1[C:3]2[CH:4]=[C:5]3[C:14]4[N:15]=[C:16]([C:19]5[C:20]([N:38]([CH3:43])[S:39]([CH3:42])(=[O:41])=[O:40])=[CH:21][C:22]6[O:26][C:25]([C:27]7[CH:28]=[CH:29][C:30]([F:33])=[CH:31][CH:32]=7)=[C:24]([C:34]([NH2:50])=[O:36])[C:23]=6[CH:37]=5)[CH:17]=[CH:18][C:13]=4[O:12][CH2:11][N:6]3[C:7]=2[CH:8]=[CH:9][CH:10]=1, predict the reactants needed to synthesize it. The reactants are: [F:1][C:2]1[C:3]2[CH:4]=[C:5]3[C:14]4[N:15]=[C:16]([C:19]5[C:20]([N:38]([CH3:43])[S:39]([CH3:42])(=[O:41])=[O:40])=[CH:21][C:22]6[O:26][C:25]([C:27]7[CH:32]=[CH:31][C:30]([F:33])=[CH:29][CH:28]=7)=[C:24]([C:34]([OH:36])=O)[C:23]=6[CH:37]=5)[CH:17]=[CH:18][C:13]=4[O:12][CH2:11][N:6]3[C:7]=2[CH:8]=[CH:9][CH:10]=1.C1C=CC2N(O)N=[N:50]C=2C=1.CCN=C=NCCCN(C)C.[NH4+].[Cl-]. (2) Given the product [ClH:17].[NH2:7][C@@H:8]1[CH2:13][CH2:12][CH2:11][C@H:10]([CH2:14][OH:15])[CH2:9]1, predict the reactants needed to synthesize it. The reactants are: C(OC(=O)[NH:7][C@H:8]1[CH2:13][CH2:12][CH2:11][C@@H:10]([CH2:14][OH:15])[CH2:9]1)(C)(C)C.[ClH:17]. (3) The reactants are: CS(C)=O.FC(F)(F)C(OC(=O)C(F)(F)F)=O.[CH3:18][O:19][CH2:20][CH:21]([OH:34])[CH2:22][C:23]1[N:27]([C:28]2[CH:33]=[CH:32][CH:31]=[CH:30][CH:29]=2)[N:26]=[CH:25][CH:24]=1.C(=O)([O-])[O-].[Na+].[Na+]. Given the product [CH3:18][O:19][CH2:20][C:21](=[O:34])[CH2:22][C:23]1[N:27]([C:28]2[CH:29]=[CH:30][CH:31]=[CH:32][CH:33]=2)[N:26]=[CH:25][CH:24]=1, predict the reactants needed to synthesize it. (4) Given the product [CH2:35]([O:37][C:38]([CH:40]1[CH2:45][CH2:44][CH:23]([N:19]2[C:18](=[O:27])/[C:17](=[CH:16]/[C:12]3[CH:11]=[C:10]4[C:15](=[CH:14][CH:13]=3)[N:7]([CH2:6][C:5]3[CH:29]=[CH:30][C:2]([Cl:1])=[CH:3][C:4]=3[C:31]([F:34])([F:33])[F:32])[N:8]=[C:9]4[Cl:28])/[S:21][C:20]2=[O:22])[CH2:42][CH2:41]1)=[O:39])[CH3:36], predict the reactants needed to synthesize it. The reactants are: [Cl:1][C:2]1[CH:30]=[CH:29][C:5]([CH2:6][N:7]2[C:15]3[C:10](=[CH:11][C:12](/[CH:16]=[C:17]4/[C:18](=[O:27])[N:19]([CH2:23]C(O)=O)[C:20](=[O:22])[S:21]/4)=[CH:13][CH:14]=3)[C:9]([Cl:28])=[N:8]2)=[C:4]([C:31]([F:34])([F:33])[F:32])[CH:3]=1.[CH2:35]([O:37][C:38]([CH:40]1[CH2:45][CH2:44]C(O)[CH2:42][CH2:41]1)=[O:39])[CH3:36]. (5) Given the product [CH3:23][O:22][C:20](=[O:21])[CH2:19][C@H:16]1[C:15]2[CH:24]=[CH:25][C:12]([O:11][C@H:9]3[C:10]4[C:6](=[C:5]([O:29][C:30]5[CH:35]=[CH:34][C:33]([N:36]6[CH2:40][CH2:39][CH2:38][C:37]6=[O:41])=[CH:32][CH:31]=5)[CH:4]=[CH:3][C:2]=4[F:1])[CH2:7][CH2:8]3)=[CH:13][C:14]=2[O:18][CH2:17]1, predict the reactants needed to synthesize it. The reactants are: [F:1][C:2]1[CH:3]=[CH:4][C:5](B(O)O)=[C:6]2[C:10]=1[C@H:9]([O:11][C:12]1[CH:25]=[CH:24][C:15]3[C@H:16]([CH2:19][C:20]([O:22][CH3:23])=[O:21])[CH2:17][O:18][C:14]=3[CH:13]=1)[CH2:8][CH2:7]2.[OH:29][C:30]1[CH:35]=[CH:34][C:33]([N:36]2[CH2:40][CH2:39][CH2:38][C:37]2=[O:41])=[CH:32][CH:31]=1. (6) Given the product [Cl:34][C:31]1[CH:30]=[CH:29][C:28]([C:9]2[CH:10]=[C:11]3[C@H:17]([NH:18][C:19](=[O:25])[O:20][C:21]([CH3:23])([CH3:22])[CH3:24])[CH2:16][C:15]([CH3:26])([CH3:27])[O:14][C:12]3=[N:13][C:8]=2[C:5]2[CH:6]=[CH:7][C:2]([C:49]3[CH:50]=[N:51][NH:52][CH:53]=3)=[CH:3][C:4]=2[Cl:35])=[CH:33][CH:32]=1, predict the reactants needed to synthesize it. The reactants are: Br[C:2]1[CH:7]=[CH:6][C:5]([C:8]2[N:13]=[C:12]3[O:14][C:15]([CH3:27])([CH3:26])[CH2:16][CH:17]([NH:18][C:19](=[O:25])[O:20][C:21]([CH3:24])([CH3:23])[CH3:22])[C:11]3=[CH:10][C:9]=2[C:28]2[CH:33]=[CH:32][C:31]([Cl:34])=[CH:30][CH:29]=2)=[C:4]([Cl:35])[CH:3]=1.CN(C=O)C.CC1(C)C(C)(C)OB([C:49]2[CH:50]=[N:51][N:52](C(OC(C)(C)C)=O)[CH:53]=2)O1.C([O-])([O-])=O.[Na+].[Na+].